Dataset: CYP1A2 inhibition data for predicting drug metabolism from PubChem BioAssay. Task: Regression/Classification. Given a drug SMILES string, predict its absorption, distribution, metabolism, or excretion properties. Task type varies by dataset: regression for continuous measurements (e.g., permeability, clearance, half-life) or binary classification for categorical outcomes (e.g., BBB penetration, CYP inhibition). Dataset: cyp1a2_veith. The molecule is O=C(O)C1CCN(c2ncccn2)CC1. The result is 0 (non-inhibitor).